Dataset: Full USPTO retrosynthesis dataset with 1.9M reactions from patents (1976-2016). Task: Predict the reactants needed to synthesize the given product. (1) Given the product [Cl:1][C:2]1[CH:3]=[C:4]([C:10]2([C:27]([F:28])([F:30])[F:29])[CH2:14][C:13]([C:15]3[CH:22]=[CH:21][C:32]([C:33]([OH:35])=[O:34])=[C:17]([C:23]([F:24])([F:25])[F:26])[CH:16]=3)=[N:12][CH2:11]2)[CH:5]=[C:6]([Cl:9])[C:7]=1[Cl:8], predict the reactants needed to synthesize it. The reactants are: [Cl:1][C:2]1[CH:3]=[C:4]([C:10]2([C:27]([F:30])([F:29])[F:28])[CH2:14][C:13]([C:15]3[CH:22]=[CH:21]C(C#N)=[C:17]([C:23]([F:26])([F:25])[F:24])[CH:16]=3)=[N:12][CH2:11]2)[CH:5]=[C:6]([Cl:9])[C:7]=1[Cl:8].O.[CH3:32][C:33]([OH:35])=[O:34]. (2) Given the product [C:1]([O:4][C:5]1[CH:15]=[CH:14][CH:13]=[CH:12][C:6]=1[C:7]([O:9][CH2:10][O:30][C:28](=[O:29])[C:27]1[CH:26]=[CH:25][C:24]([S:23][CH2:22][CH2:21][CH2:20][O:19][N+:16]([O-:18])=[O:17])=[CH:32][CH:31]=1)=[O:8])(=[O:3])[CH3:2], predict the reactants needed to synthesize it. The reactants are: [C:1]([O:4][C:5]1[CH:15]=[CH:14][CH:13]=[CH:12][C:6]=1[C:7]([O:9][CH2:10]Cl)=[O:8])(=[O:3])[CH3:2].[N+:16]([O:19][CH2:20][CH2:21][CH2:22][S:23][C:24]1[CH:32]=[CH:31][C:27]([C:28]([OH:30])=[O:29])=[CH:26][CH:25]=1)([O-:18])=[O:17].C(=O)([O-])[O-].[Cs+].[Cs+]. (3) The reactants are: [N+:1]([C:4]1[CH:9]=[CH:8][C:7]([C:10]2[C:14](C=O)=[CH:13][N:12]([CH:17]3[CH2:22][CH2:21][CH2:20][CH2:19][O:18]3)[N:11]=2)=[CH:6][CH:5]=1)([O-:3])=[O:2].[CH3:23][N:24]([CH2:32][CH2:33][NH:34][CH3:35])[C:25](=[O:31])[O:26][C:27]([CH3:30])([CH3:29])[CH3:28].[BH3-][C:37]#N.[Na+].O. Given the product [CH3:23][N:24]([CH2:32][CH2:33][N:34]([CH3:37])[CH2:35][C:14]1[C:10]([C:7]2[CH:6]=[CH:5][C:4]([N+:1]([O-:3])=[O:2])=[CH:9][CH:8]=2)=[N:11][N:12]([CH:17]2[CH2:22][CH2:21][CH2:20][CH2:19][O:18]2)[CH:13]=1)[C:25](=[O:31])[O:26][C:27]([CH3:30])([CH3:29])[CH3:28], predict the reactants needed to synthesize it. (4) Given the product [F:1][CH2:2][CH2:3][CH2:4][O:5][CH:6]1[C:11](=[O:12])[CH2:10][CH2:9][N:8]([C:16]([O:18][C:19]([CH3:22])([CH3:21])[CH3:20])=[O:17])[CH2:7]1, predict the reactants needed to synthesize it. The reactants are: [F:1][CH2:2][CH2:3][CH2:4][O:5][CH:6]1[C:11](OC)([O:12]C)[CH2:10][CH2:9][N:8]([C:16]([O:18][C:19]([CH3:22])([CH3:21])[CH3:20])=[O:17])[CH2:7]1.O.C(O)(C(F)(F)F)=O.C(OC(OC(C)(C)C)=O)(OC(C)(C)C)=O. (5) Given the product [Cl:1][C:2]1[CH:3]=[C:4]2[C:5]([C:6](=[O:7])[NH:12][CH:13]=[N:11]2)=[CH:9][CH:10]=1, predict the reactants needed to synthesize it. The reactants are: [Cl:1][C:2]1[CH:3]=[C:4]([NH2:11])[C:5](=[CH:9][CH:10]=1)[C:6]([O-])=[O:7].[NH4+:12].[CH:13]([O-])([O-])OC.